This data is from Choline transporter screen with 302,306 compounds. The task is: Binary Classification. Given a drug SMILES string, predict its activity (active/inactive) in a high-throughput screening assay against a specified biological target. (1) The compound is O=c1c2c(n(c3c1cccc3)C)CCCC2. The result is 1 (active). (2) The molecule is n12c(CN(CC1)C)c(c1c2cccc1)C. The result is 0 (inactive). (3) The compound is S(=O)(=O)(c1ccccc1)c1ncccc1[N+]([O-])=O. The result is 0 (inactive). (4) The molecule is O1C(CC(CC1C)=C)c1c(OCC(O)CN2CCCCC2)cccc1. The result is 0 (inactive). (5) The drug is s1cc(nc1NCC)c1c(n(c(c1)C)Cc1occc1)C. The result is 0 (inactive).